From a dataset of Catalyst prediction with 721,799 reactions and 888 catalyst types from USPTO. Predict which catalyst facilitates the given reaction. (1) Reactant: [CH2:1]([Sn:5](Cl)([CH2:10][CH2:11][CH2:12][CH3:13])[CH2:6][CH2:7][CH2:8][CH3:9])[CH2:2][CH2:3][CH3:4].C[Si]([N-][Si](C)(C)C)(C)C.[Li+].C1COCC1.[N:30]([CH2:33][CH2:34][S:35][C:36]1[N:37]=[CH:38][N:39]2[CH:43]=[CH:42][S:41][C:40]=12)=[N+:31]=[N-:32].[Cl-].[NH4+]. Product: [N:30]([CH2:33][CH2:34][S:35][C:36]1[N:37]=[CH:38][N:39]2[CH:43]=[C:42]([Sn:5]([CH2:10][CH2:11][CH2:12][CH3:13])([CH2:6][CH2:7][CH2:8][CH3:9])[CH2:1][CH2:2][CH2:3][CH3:4])[S:41][C:40]=12)=[N+:31]=[N-:32]. The catalyst class is: 1. (2) The catalyst class is: 1. Product: [C:39]([O:38][C:36](=[O:37])[NH:30][C@@H:29]([CH2:28][O:27][Si:10]([C:23]([CH3:26])([CH3:25])[CH3:24])([C:17]1[CH:22]=[CH:21][CH:20]=[CH:19][CH:18]=1)[C:11]1[CH:12]=[CH:13][CH:14]=[CH:15][CH:16]=1)[CH2:34][O:33][CH2:32][C:31]([C:5]1[CH:6]=[CH:7][C:2]([Cl:1])=[CH:3][CH:4]=1)=[O:35])([CH3:42])([CH3:40])[CH3:41]. Reactant: [Cl:1][C:2]1[CH:7]=[CH:6][C:5]([Mg]Br)=[CH:4][CH:3]=1.[Si:10]([O:27][CH2:28][C@H:29]1[CH2:34][O:33][CH2:32][C:31](=[O:35])[N:30]1[C:36]([O:38][C:39]([CH3:42])([CH3:41])[CH3:40])=[O:37])([C:23]([CH3:26])([CH3:25])[CH3:24])([C:17]1[CH:22]=[CH:21][CH:20]=[CH:19][CH:18]=1)[C:11]1[CH:16]=[CH:15][CH:14]=[CH:13][CH:12]=1.[Cl-].[NH4+].C(OCC)(=O)C. (3) Reactant: [CH3:1][O:2][C:3]1[CH:4]=[C:5]2[C:9](=[CH:10][CH:11]=1)[C:8](=[O:12])[CH2:7][CH2:6]2.[Al].[Br:14]N1C(=O)CCC1=O. The catalyst class is: 6. Product: [Br:14][C:4]1[C:3]([O:2][CH3:1])=[CH:11][CH:10]=[C:9]2[C:5]=1[CH2:6][CH2:7][C:8]2=[O:12]. (4) Reactant: [CH3:1][C:2]1[CH:3]=[C:4]([C:12]2[CH:17]=[CH:16][C:15]([N:18]3[CH2:23][CH2:22][O:21][CH2:20][CH2:19]3)=[CH:14][CH:13]=2)[C:5]2[N:6]([N:8]=[C:9]([NH2:11])[N:10]=2)[CH:7]=1.Br[C:25]1[CH:30]=[CH:29][C:28]([N:31]2[CH:35]=[C:34]([CH3:36])[N:33]=[CH:32]2)=[C:27]([O:37][CH3:38])[CH:26]=1.C(Cl)Cl. Product: [CH3:38][O:37][C:27]1[CH:26]=[C:25]([NH:11][C:9]2[N:10]=[C:5]3[C:4]([C:12]4[CH:17]=[CH:16][C:15]([N:18]5[CH2:23][CH2:22][O:21][CH2:20][CH2:19]5)=[CH:14][CH:13]=4)=[CH:3][C:2]([CH3:1])=[CH:7][N:6]3[N:8]=2)[CH:30]=[CH:29][C:28]=1[N:31]1[CH:35]=[C:34]([CH3:36])[N:33]=[CH:32]1. The catalyst class is: 61. (5) Reactant: [CH:1]1([C:4]2[C:5]([NH:23][S:24]([CH3:27])(=[O:26])=[O:25])=[CH:6][C:7]3[O:11][C:10]([C:12]4[CH:17]=[CH:16][C:15]([Cl:18])=[CH:14][CH:13]=4)=[C:9]([C:19](O)=[O:20])[C:8]=3[CH:22]=2)[CH2:3][CH2:2]1.C[CH2:29][N:30](C(C)C)C(C)C.CN(C(ON1N=NC2C=CC=NC1=2)=[N+](C)C)C.F[P-](F)(F)(F)(F)F.CN.C1COCC1. Product: [Cl:18][C:15]1[CH:14]=[CH:13][C:12]([C:10]2[O:11][C:7]3[CH:6]=[C:5]([NH:23][S:24]([CH3:27])(=[O:26])=[O:25])[C:4]([CH:1]4[CH2:2][CH2:3]4)=[CH:22][C:8]=3[C:9]=2[C:19]([NH:30][CH3:29])=[O:20])=[CH:17][CH:16]=1. The catalyst class is: 18. (6) Reactant: C(N(CC)CC)C.[CH3:8][O:9][C:10](=[O:40])[NH:11][CH:12]1[CH2:21][C:20]2[C:15](=[CH:16][CH:17]=[CH:18][CH:19]=2)[N:14]([C:22](=[O:39])[CH2:23][C:24]([CH3:38])([CH3:37])[CH2:25][C@H:26]([NH:29][C:30]([O:32][C:33]([CH3:36])([CH3:35])[CH3:34])=[O:31])[CH2:27][OH:28])[CH2:13]1.S(=O)(=O)=O.N1C=CC=CC=1. Product: [CH3:8][O:9][C:10](=[O:40])[NH:11][CH:12]1[CH2:21][C:20]2[C:15](=[CH:16][CH:17]=[CH:18][CH:19]=2)[N:14]([C:22](=[O:39])[CH2:23][C:24]([CH3:38])([CH3:37])[CH2:25][C@H:26]([NH:29][C:30]([O:32][C:33]([CH3:34])([CH3:36])[CH3:35])=[O:31])[CH:27]=[O:28])[CH2:13]1. The catalyst class is: 583. (7) Reactant: [OH:1][CH2:2][C:3]([CH2:14][OH:15])([C:9]([O:11][CH2:12][CH3:13])=[O:10])[C:4]([O:6][CH2:7][CH3:8])=[O:5].C(N(CC)CC)C.[CH3:23][S:24](Cl)(=[O:26])=[O:25]. Product: [CH2:12]([O:11][C:9](=[O:10])[C:3]([CH2:2][O:1][S:24]([CH3:23])(=[O:26])=[O:25])([CH2:14][O:15][S:24]([CH3:23])(=[O:26])=[O:25])[C:4]([O:6][CH2:7][CH3:8])=[O:5])[CH3:13]. The catalyst class is: 2. (8) Reactant: [Li+].CC([N-]C(C)C)C.[Cl:9][C:10]1[CH:19]=[CH:18][C:17]2[C:12](=[CH:13][CH:14]=[CH:15][CH:16]=2)[N:11]=1.[CH2:20]([N:27]1[CH2:32][CH2:31][C:30](=[O:33])[CH2:29][CH2:28]1)[C:21]1[CH:26]=[CH:25][CH:24]=[CH:23][CH:22]=1. Product: [CH2:20]([N:27]1[CH2:32][CH2:31][C:30]([C:19]2[C:10]([Cl:9])=[N:11][C:12]3[C:17]([CH:18]=2)=[CH:16][CH:15]=[CH:14][CH:13]=3)([OH:33])[CH2:29][CH2:28]1)[C:21]1[CH:22]=[CH:23][CH:24]=[CH:25][CH:26]=1. The catalyst class is: 1.